Dataset: Reaction yield outcomes from USPTO patents with 853,638 reactions. Task: Predict the reaction yield, written as a fraction of the theoretical maximum amount of product (1.0 means a 100% yield; for example, 0.34 means a 34% yield). (1) The reactants are [N:1]([C@H:4]1[CH2:28][CH2:27][C@@:26]2([CH3:29])[C:6](=[CH:7][CH2:8][C@@H:9]3[C@@H:25]2[CH2:24][CH2:23][C@@:22]2([CH3:30])[C@H:10]3[CH2:11][CH2:12][C@@H:13]2[C@H:14]([CH3:21])[CH2:15][CH2:16][CH2:17][CH:18]([CH3:20])[CH3:19])[CH2:5]1)=[N+]=[N-].[H-].[H-].[H-].[H-].[Li+].[Al+3]. The catalyst is C(OCC)C. The product is [NH2:1][C@H:4]1[CH2:28][CH2:27][C@@:26]2([CH3:29])[C:6](=[CH:7][CH2:8][C@@H:9]3[C@@H:25]2[CH2:24][CH2:23][C@@:22]2([CH3:30])[C@H:10]3[CH2:11][CH2:12][C@@H:13]2[C@H:14]([CH3:21])[CH2:15][CH2:16][CH2:17][CH:18]([CH3:20])[CH3:19])[CH2:5]1. The yield is 0.963. (2) The reactants are C[Mg]Cl.[CH2:4]([C:6]1[C:14]2[C:9](=[N:10][CH:11]=[CH:12][N:13]=2)[NH:8][C:7]=1[C:15]1[CH:20]=[CH:19][C:18](CC=O)=[CH:17][CH:16]=1)[CH3:5].C([O:27][CH2:28][CH3:29])(=O)C.[CH3:30]CCCCCC. The catalyst is O1CCCC1. The product is [CH2:4]([C:6]1[C:14]2[C:9](=[N:10][CH:11]=[CH:12][N:13]=2)[NH:8][C:7]=1[C:15]1[CH:20]=[CH:19][C:18]([C:28]([OH:27])([CH3:29])[CH3:30])=[CH:17][CH:16]=1)[CH3:5]. The yield is 1.09. (3) The product is [NH2:7][C:8]1[C:16]2[C:11](=[N:12][C:13]([CH3:22])=[CH:14][C:15]=2[CH2:17][OH:18])[S:10][C:9]=1[C:23]([NH2:24])=[O:25]. The reactants are [H-].[H-].[H-].[H-].[Li+].[Al+3].[NH2:7][C:8]1[C:16]2[C:15]([C:17](OCC)=[O:18])=[CH:14][C:13]([CH3:22])=[N:12][C:11]=2[S:10][C:9]=1[C:23](=[O:25])[NH2:24]. The catalyst is C1COCC1. The yield is 0.740. (4) The reactants are [CH3:1][C:2]1([CH3:24])[C:11]2[CH2:10][O:9][CH:8]=[CH:7][C:6]3=[CH:12][CH:13]([CH2:15][NH:16][C:17](=[O:23])[O:18][C:19]([CH3:22])([CH3:21])[CH3:20])[O:14][B:4]([C:5]=23)[O:3]1.C1C(=O)N([Cl:32])C(=O)C1.CC(N=NC(C#N)(C)C)(C#N)C. The catalyst is C(#N)C. The product is [Cl:32][C:12]1[CH:13]([CH2:15][NH:16][C:17](=[O:23])[O:18][C:19]([CH3:22])([CH3:21])[CH3:20])[O:14][B:4]2[C:5]3[C:6]=1[CH:7]=[CH:8][O:9][CH2:10][C:11]=3[C:2]([CH3:24])([CH3:1])[O:3]2. The yield is 0.524. (5) The reactants are [C:1]([OH:5])(=[O:4])[C:2]#[CH:3].[C:6]1([C:12]2[CH:17]=[CH:16][C:15](O)=[CH:14][CH:13]=2)[CH:11]=[CH:10][CH:9]=[CH:8][CH:7]=1.C1(N=C=NC2CCCCC2)CCCCC1. The catalyst is C(OCC)C.CN(C)C1C=CN=CC=1. The product is [C:1]([O:5][C:15]1[CH:16]=[CH:17][C:12]([C:6]2[CH:11]=[CH:10][CH:9]=[CH:8][CH:7]=2)=[CH:13][CH:14]=1)(=[O:4])[C:2]#[CH:3]. The yield is 0.900. (6) The reactants are [F:1][C:2]([F:18])([F:17])[C:3]1[CH:8]=[CH:7][C:6]([C:9]2([C:15]#[N:16])[CH2:14][CH2:13][O:12][CH2:11][CH2:10]2)=[CH:5][CH:4]=1.[H-].[Al+3].[Li+].[H-].[H-].[H-].CO.S([O-])([O-])(=O)=O.[Mg+2]. The yield is 0.480. The catalyst is C1COCC1. The product is [F:17][C:2]([F:1])([F:18])[C:3]1[CH:4]=[CH:5][C:6]([C:9]2([CH2:15][NH2:16])[CH2:10][CH2:11][O:12][CH2:13][CH2:14]2)=[CH:7][CH:8]=1.